From a dataset of Catalyst prediction with 721,799 reactions and 888 catalyst types from USPTO. Predict which catalyst facilitates the given reaction. (1) Reactant: [NH2:1][C:2]1[C:9]([C:10]#[C:11][C:12]([CH3:15])([CH3:14])[CH3:13])=[CH:8][C:7]([N+:16]([O-:18])=[O:17])=[CH:6][C:3]=1[C:4]#[N:5].CCCC[N+](CCCC)(CCCC)CCCC.[F-]. Product: [C:12]([C:11]1[NH:1][C:2]2[C:9]([CH:10]=1)=[CH:8][C:7]([N+:16]([O-:18])=[O:17])=[CH:6][C:3]=2[C:4]#[N:5])([CH3:15])([CH3:13])[CH3:14]. The catalyst class is: 1. (2) Reactant: [CH2:1]([Li])CCC.[F:6][C:7]([F:19])([F:18])[CH2:8][O:9][C:10]1[CH:17]=[CH:16][C:13]([CH:14]=O)=[CH:12][N:11]=1.O. Product: [F:6][C:7]([F:19])([F:18])[CH2:8][O:9][C:10]1[CH:17]=[CH:16][C:13]([CH:14]=[CH2:1])=[CH:12][N:11]=1. The catalyst class is: 597. (3) Reactant: [CH2:1]([N:4]1[C:8](=[O:9])[CH:7]([C:10](=[O:17])[C:11]2[CH:16]=[CH:15][CH:14]=[CH:13][CH:12]=2)[NH:6][C:5]1=[S:18])[CH:2]=[CH2:3].[CH2:19](Cl)[C:20]1[CH:25]=[CH:24][CH:23]=[CH:22][CH:21]=1.CC(C)([O-])C.[K+]. Product: [C:11]1([C:10]([O:17][CH2:19][C:20]2[CH:25]=[CH:24][CH:23]=[CH:22][CH:21]=2)=[C:7]2[NH:6][C:5](=[S:18])[N:4]([CH2:1][CH:2]=[CH2:3])[C:8]2=[O:9])[CH:16]=[CH:15][CH:14]=[CH:13][CH:12]=1. The catalyst class is: 54. (4) Reactant: O[CH:2]=[C:3]1[C:11]2[C:6](=[CH:7][C:8]([C:12]([C:14]3[CH:15]=[C:16]([NH:20][C:21]([C:23]4[N:24]([CH3:29])[N:25]=[C:26]([CH3:28])[CH:27]=4)=[O:22])[CH:17]=[CH:18][CH:19]=3)=[O:13])=[CH:9][CH:10]=2)[NH:5][C:4]1=[O:30].[NH2:31][C:32]1[CH:37]=[CH:36][C:35]([N:38]2[CH2:43][CH2:42][O:41][CH2:40][CH2:39]2)=[CH:34][CH:33]=1. Product: [N:38]1([C:35]2[CH:34]=[CH:33][C:32]([NH:31][CH:2]=[C:3]3[C:11]4[C:6](=[CH:7][C:8]([C:12]([C:14]5[CH:15]=[C:16]([NH:20][C:21]([C:23]6[N:24]([CH3:29])[N:25]=[C:26]([CH3:28])[CH:27]=6)=[O:22])[CH:17]=[CH:18][CH:19]=5)=[O:13])=[CH:9][CH:10]=4)[NH:5][C:4]3=[O:30])=[CH:37][CH:36]=2)[CH2:39][CH2:40][O:41][CH2:42][CH2:43]1. The catalyst class is: 1. (5) Reactant: [C:1]([O:5][C:6]([N:8]1[C:16]2[C:11](=[CH:12][CH:13]=[C:14]([CH:17]=[CH:18][O:19]C)[CH:15]=2)[CH:10]=[C:9]1[C:21]1[CH:26]=[C:25]([C:27]2[CH:32]=[CH:31][N:30]=[CH:29][CH:28]=2)[N:24]=[N:23][C:22]=1[O:33][CH3:34])=[O:7])([CH3:4])([CH3:3])[CH3:2].[I-].[K+].Cl[Si](C)(C)C. Product: [C:1]([O:5][C:6]([N:8]1[C:16]2[C:11](=[CH:12][CH:13]=[C:14]([CH2:17][CH:18]=[O:19])[CH:15]=2)[CH:10]=[C:9]1[C:21]1[CH:26]=[C:25]([C:27]2[CH:28]=[CH:29][N:30]=[CH:31][CH:32]=2)[N:24]=[N:23][C:22]=1[O:33][CH3:34])=[O:7])([CH3:3])([CH3:4])[CH3:2]. The catalyst class is: 10.